Dataset: Full USPTO retrosynthesis dataset with 1.9M reactions from patents (1976-2016). Task: Predict the reactants needed to synthesize the given product. (1) Given the product [Br:22][C:23]1[CH:31]=[CH:30][CH:29]=[CH:28][C:24]=1[C:25]([NH:14][C:11]1[CH2:12][CH2:13][N:9]([C:3]2[C:2]([F:1])=[CH:7][CH:6]=[CH:5][C:4]=2[F:8])[N:10]=1)=[O:26], predict the reactants needed to synthesize it. The reactants are: [F:1][C:2]1[CH:7]=[CH:6][CH:5]=[C:4]([F:8])[C:3]=1[N:9]1[CH2:13][CH2:12][C:11]([NH2:14])=[N:10]1.C(N(CC)CC)C.[Br:22][C:23]1[CH:31]=[CH:30][CH:29]=[CH:28][C:24]=1[C:25](Cl)=[O:26]. (2) Given the product [CH:10]1([CH2:9][N:1]2[CH2:6][CH2:5][C:4](=[O:7])[CH2:3][CH2:2]2)[CH2:12][CH2:11]1, predict the reactants needed to synthesize it. The reactants are: [NH:1]1[CH2:6][CH2:5][C:4](=[O:7])[CH2:3][CH2:2]1.Cl[CH2:9][CH:10]1[CH2:12][CH2:11]1. (3) Given the product [C:16]([O:20][C:21](=[O:22])[NH:8][CH2:7][C:6]1[CH:9]=[CH:10][C:11]([C:12]([F:13])([F:14])[F:15])=[C:4]([N+:1]([O-:3])=[O:2])[CH:5]=1)([CH3:19])([CH3:18])[CH3:17], predict the reactants needed to synthesize it. The reactants are: [N+:1]([C:4]1[CH:5]=[C:6]([CH:9]=[CH:10][C:11]=1[C:12]([F:15])([F:14])[F:13])[CH2:7][NH2:8])([O-:3])=[O:2].[C:16]([O:20][C:21](O[C:21]([O:20][C:16]([CH3:19])([CH3:18])[CH3:17])=[O:22])=[O:22])([CH3:19])([CH3:18])[CH3:17]. (4) Given the product [Cl:21][C:22]1[CH:23]=[CH:24][C:25]([CH2:28][CH2:29][S:30]([NH:1][C@H:2]2[CH2:6][CH2:5][N:4]([C@H:7]([C:12]([N:14]3[CH2:15][CH2:16][O:17][CH2:18][CH2:19]3)=[O:13])[C@@H:8]([CH3:11])[CH2:9][CH3:10])[C:3]2=[O:20])(=[O:32])=[O:31])=[N:26][CH:27]=1, predict the reactants needed to synthesize it. The reactants are: [NH2:1][C@H:2]1[CH2:6][CH2:5][N:4]([C@H:7]([C:12]([N:14]2[CH2:19][CH2:18][O:17][CH2:16][CH2:15]2)=[O:13])[C@@H:8]([CH3:11])[CH2:9][CH3:10])[C:3]1=[O:20].[Cl:21][C:22]1[CH:23]=[CH:24][C:25]([CH2:28][CH2:29][S:30](Cl)(=[O:32])=[O:31])=[N:26][CH:27]=1. (5) Given the product [N+:1]([C:4]1[C:5]([CH3:13])=[C:6]([CH:9]=[CH:10][C:11]=1[CH3:12])[CH2:7][NH:8][C:16](=[O:17])[C:15]([CH3:20])([CH3:19])[CH3:14])([O-:3])=[O:2], predict the reactants needed to synthesize it. The reactants are: [N+:1]([C:4]1[C:5]([CH3:13])=[C:6]([CH:9]=[CH:10][C:11]=1[CH3:12])[CH2:7][NH2:8])([O-:3])=[O:2].[CH3:14][C:15]([CH3:20])([CH3:19])[C:16](Cl)=[O:17]. (6) Given the product [F:6][C:7]1[CH:12]=[CH:11][C:10]([C:13](=[O:15])[CH2:14][C:16](=[O:22])[C:17]([O:19][CH2:20][CH3:21])=[O:18])=[CH:9][CH:8]=1, predict the reactants needed to synthesize it. The reactants are: N1C=CC=N1.[F:6][C:7]1[CH:12]=[CH:11][C:10]([C:13](=[O:15])[CH3:14])=[CH:9][CH:8]=1.[C:16](OCC)(=[O:22])[C:17]([O:19][CH2:20][CH3:21])=[O:18]. (7) The reactants are: [CH2:1]([O:8][C:9]1[C:10]([C:29]([N:31]([CH2:40][CH2:41]O)[CH:32]([C:34]2[CH:39]=[CH:38][CH:37]=[CH:36][CH:35]=2)[CH3:33])=[O:30])=[N:11][C:12]([CH2:16][C:17]2([C:22]3[CH:27]=[CH:26][C:25]([Cl:28])=[CH:24][CH:23]=3)[CH2:21][CH2:20][CH2:19][CH2:18]2)=[N:13][C:14]=1[OH:15])[C:2]1[CH:7]=[CH:6][CH:5]=[CH:4][CH:3]=1.C1(P(C2C=CC=CC=2)C2C=CC=CC=2)C=CC=CC=1.N(C(OC(C)C)=O)=NC(OC(C)C)=O. Given the product [CH2:1]([O:8][C:9]1[C:14](=[O:15])[N:13]=[C:12]([CH2:16][C:17]2([C:22]3[CH:23]=[CH:24][C:25]([Cl:28])=[CH:26][CH:27]=3)[CH2:21][CH2:20][CH2:19][CH2:18]2)[N:11]2[CH2:41][CH2:40][N:31]([CH:32]([C:34]3[CH:35]=[CH:36][CH:37]=[CH:38][CH:39]=3)[CH3:33])[C:29](=[O:30])[C:10]=12)[C:2]1[CH:3]=[CH:4][CH:5]=[CH:6][CH:7]=1, predict the reactants needed to synthesize it.